From a dataset of Reaction yield outcomes from USPTO patents with 853,638 reactions. Predict the reaction yield, written as a fraction of the theoretical maximum amount of product (1.0 means a 100% yield; for example, 0.34 means a 34% yield). (1) The reactants are Br[C:2]1[CH:3]=[C:4]([CH:8]([C:23]2([OH:29])[CH2:28][CH2:27][CH2:26][CH2:25][CH2:24]2)[CH2:9][N:10]2[CH2:15][CH2:14][N:13]([C:16]([O:18][C:19]([CH3:22])([CH3:21])[CH3:20])=[O:17])[CH2:12][CH2:11]2)[CH:5]=[CH:6][CH:7]=1.[Cl:30][C:31]1[CH:32]=[C:33](B(O)O)[CH:34]=[CH:35][C:36]=1[Cl:37].C(=O)([O-])[O-].[Na+].[Na+]. The catalyst is COCCOC.C1C=CC([P]([Pd]([P](C2C=CC=CC=2)(C2C=CC=CC=2)C2C=CC=CC=2)([P](C2C=CC=CC=2)(C2C=CC=CC=2)C2C=CC=CC=2)[P](C2C=CC=CC=2)(C2C=CC=CC=2)C2C=CC=CC=2)(C2C=CC=CC=2)C2C=CC=CC=2)=CC=1. The product is [Cl:30][C:31]1[CH:32]=[C:33]([C:2]2[CH:7]=[CH:6][CH:5]=[C:4]([CH:8]([C:23]3([OH:29])[CH2:28][CH2:27][CH2:26][CH2:25][CH2:24]3)[CH2:9][N:10]3[CH2:15][CH2:14][N:13]([C:16]([O:18][C:19]([CH3:20])([CH3:22])[CH3:21])=[O:17])[CH2:12][CH2:11]3)[CH:3]=2)[CH:34]=[CH:35][C:36]=1[Cl:37]. The yield is 0.670. (2) The reactants are [F:1][C:2]([F:23])([F:22])[C:3]1[CH:21]=[CH:20][C:6]([CH2:7][O:8][N:9]2C(=O)C3C(=CC=CC=3)C2=O)=[CH:5][CH:4]=1.O.NN.C([O-])([O-])=O.[K+].[K+].[ClH:33]. The catalyst is C1COCC1.CCO. The product is [ClH:33].[F:1][C:2]([F:22])([F:23])[C:3]1[CH:21]=[CH:20][C:6]([CH2:7][O:8][NH2:9])=[CH:5][CH:4]=1. The yield is 0.553. (3) The reactants are C([O:4][CH2:5][C:6]1[C:7]([N:37]2[CH2:49][CH2:48][N:40]3[C:41]4[CH2:42][CH2:43][CH2:44][CH2:45][C:46]=4[CH:47]=[C:39]3[C:38]2=[O:50])=[N:8][CH:9]=[CH:10][C:11]=1[C:12]1[CH:17]=[C:16]([NH:18][C:19]2[CH:24]=[CH:23][C:22]([C:25]([N:27]3[C@@H:32]([CH3:33])[CH2:31][O:30][CH2:29][C@H:28]3[CH3:34])=[O:26])=[CH:21][N:20]=2)[C:15](=[O:35])[N:14]([CH3:36])[CH:13]=1)(=O)C.[OH-].[Li+].O. The catalyst is C1COCC1.C(O)(C)C.O. The product is [CH3:34][C@H:28]1[CH2:29][O:30][CH2:31][C@@H:32]([CH3:33])[N:27]1[C:25]([C:22]1[CH:23]=[CH:24][C:19]([NH:18][C:16]2[C:15](=[O:35])[N:14]([CH3:36])[CH:13]=[C:12]([C:11]3[CH:10]=[CH:9][N:8]=[C:7]([N:37]4[CH2:49][CH2:48][N:40]5[C:41]6[CH2:42][CH2:43][CH2:44][CH2:45][C:46]=6[CH:47]=[C:39]5[C:38]4=[O:50])[C:6]=3[CH2:5][OH:4])[CH:17]=2)=[N:20][CH:21]=1)=[O:26]. The yield is 0.400. (4) The reactants are C1[C:10]2[C:5](=[CH:6][CH:7]=[C:8]([OH:11])[CH:9]=2)[CH2:4]CN1.Br.[CH2:13]1[C:22]2[C:17](=CC=C(O)C=2)[CH2:16][CH2:15][NH:14]1.C([O-])(O)=O.[Na+].[OH2:29].[CH2:30]1[CH2:34]OC[CH2:31]1.O. No catalyst specified. The product is [N:14]1([CH2:31][CH2:30][CH2:34][O:11][C:8]2[CH:7]=[CH:6][C:5]([CH:4]=[O:29])=[CH:10][CH:9]=2)[CH2:13][CH2:22][CH2:17][CH2:16][CH2:15]1. The yield is 0.910. (5) The reactants are FC(F)(F)C(O)=O.[CH:8]1[C:16]2[C:15]3[CH:17]=[CH:18][CH:19]=[CH:20][C:14]=3[O:13][C:12]=2[C:11]([C:21]2[CH:49]=[CH:48][C:24]([C:25]3[CH:30]=[CH:29][C:28]([CH2:31][N:32]4[CH2:37][CH2:36][N:35](C(OC(C)(C)C)=O)[CH:34]([C:45]([O-:47])=[O:46])[CH2:33]4)=[CH:27][CH:26]=3)=[CH:23][CH:22]=2)=[CH:10][CH:9]=1. The catalyst is ClCCl. The product is [CH:8]1[C:16]2[C:15]3[CH:17]=[CH:18][CH:19]=[CH:20][C:14]=3[O:13][C:12]=2[C:11]([C:21]2[CH:22]=[CH:23][C:24]([C:25]3[CH:26]=[CH:27][C:28]([CH2:31][N:32]4[CH2:37][CH2:36][NH:35][CH:34]([C:45]([OH:47])=[O:46])[CH2:33]4)=[CH:29][CH:30]=3)=[CH:48][CH:49]=2)=[CH:10][CH:9]=1. The yield is 1.00. (6) The reactants are [F:1][C:2]1[CH:30]=[CH:29][C:28]([F:31])=[CH:27][C:3]=1[O:4][C:5]1[CH:10]=[CH:9][C:8]([C:11]2[C:19]3[C:14](=[N:15][CH:16]=[N:17][C:18]=3[NH2:20])[N:13]([C@@H:21]3[CH2:26][CH2:25][CH2:24][NH:23][CH2:22]3)[N:12]=2)=[CH:7][CH:6]=1.CN(C(ON1N=NC2C=CC=NC1=2)=[N+](C)C)C.F[P-](F)(F)(F)(F)F.C(N(CC)CC)C.[C:63]([CH2:65][C:66](O)=[O:67])#[N:64]. The catalyst is ClCCl. The product is [NH2:20][C:18]1[N:17]=[CH:16][N:15]=[C:14]2[N:13]([C@@H:21]3[CH2:26][CH2:25][CH2:24][N:23]([C:66](=[O:67])[CH2:65][C:63]#[N:64])[CH2:22]3)[N:12]=[C:11]([C:8]3[CH:7]=[CH:6][C:5]([O:4][C:3]4[CH:27]=[C:28]([F:31])[CH:29]=[CH:30][C:2]=4[F:1])=[CH:10][CH:9]=3)[C:19]=12. The yield is 0.580.